This data is from Full USPTO retrosynthesis dataset with 1.9M reactions from patents (1976-2016). The task is: Predict the reactants needed to synthesize the given product. (1) Given the product [CH2:15]([O:1][C:2]1[C:6]2[CH:7]=[C:8]([C:11]([O:13][CH3:14])=[O:12])[CH:9]=[CH:10][C:5]=2[O:4][N:3]=1)[C:16]1[CH:21]=[CH:20][CH:19]=[CH:18][CH:17]=1, predict the reactants needed to synthesize it. The reactants are: [OH:1][C:2]1[C:6]2[CH:7]=[C:8]([C:11]([O:13][CH3:14])=[O:12])[CH:9]=[CH:10][C:5]=2[O:4][N:3]=1.[CH2:15](O)[C:16]1[CH:21]=[CH:20][CH:19]=[CH:18][CH:17]=1.C1(P(C2C=CC=CC=2)C2C=CC=CC=2)C=CC=CC=1.N(C(OCC)=O)=NC(OCC)=O. (2) The reactants are: [C:1]1([C:7]2[CH:11]=[CH:10][N:9](S(C3C=CC=CC=3)(=O)=O)[C:8]=2[C:21]([O:23]CC)=O)[CH:6]=[CH:5][CH:4]=[CH:3][CH:2]=1.Cl[C:27]1[N:32]=[CH:31][N:30]=[C:29]([NH:33]C)[CH:28]=1.[CH3:35][NH2:36]. Given the product [NH2:33][C:29]1[N:30]=[CH:31][N:32]=[C:27]([C:10]2[NH:9][C:8]([C:21]([NH:36][CH3:35])=[O:23])=[C:7]([C:1]3[CH:2]=[CH:3][CH:4]=[CH:5][CH:6]=3)[CH:11]=2)[CH:28]=1, predict the reactants needed to synthesize it.